This data is from Retrosynthesis with 50K atom-mapped reactions and 10 reaction types from USPTO. The task is: Predict the reactants needed to synthesize the given product. (1) Given the product Cc1cc(-c2cc(C(F)F)n3ncc(C#C[Si](C)(C)C)c3n2)ccc1Cl, predict the reactants needed to synthesize it. The reactants are: C#C[Si](C)(C)C.Cc1cc(-c2cc(C(F)F)n3ncc(I)c3n2)ccc1Cl. (2) Given the product Fc1ccc(-c2nc(Nc3ccc(OC(F)(F)F)cc3)cc(N3CCOCC3)n2)cc1, predict the reactants needed to synthesize it. The reactants are: C1COCCN1.Fc1ccc(-c2nc(Cl)cc(Nc3ccc(OC(F)(F)F)cc3)n2)cc1. (3) Given the product Cc1cccnc1CN(Cc1ccc(C#N)cc1CO)Cc1ncccc1Cl, predict the reactants needed to synthesize it. The reactants are: COC(=O)c1cc(C#N)ccc1CN(Cc1ncccc1C)Cc1ncccc1Cl. (4) The reactants are: [N-]=[N+]=NCC(F)(F)c1ncccn1. Given the product NCC(F)(F)c1ncccn1, predict the reactants needed to synthesize it. (5) Given the product Cc1nc2c(Nc3ccc(F)c([C@]4(C)CS(=O)(=O)C(C)(C)C(N)=N4)c3)cccc2s1, predict the reactants needed to synthesize it. The reactants are: Cc1nc2c(Nc3ccc(F)c([C@]4(C)CS(=O)(=O)C(C)(C)C(NC(=O)OC(C)(C)C)=N4)c3)cccc2s1. (6) Given the product C=CCOC(=O)N1COC(=O)[C@]12C1[C@@H](C(=O)O[C@H]3OC(=O)c4ccccc43)[C@@H]1C[C@@H]2F, predict the reactants needed to synthesize it. The reactants are: C=CCOC(=O)N1COC(=O)[C@@]12[C@@H](F)C[C@H]1[C@H](C(=O)O)[C@H]12.O=C1OC(Br)c2ccccc21. (7) Given the product CCNCc1cccc(-c2cc(C(N)=O)c3[nH]cc(C4CCN(S(=O)(=O)CCCN(C)C)CC4)c3c2)c1, predict the reactants needed to synthesize it. The reactants are: CCN.CN(C)CCCS(=O)(=O)N1CCC(c2c[nH]c3c(C(N)=O)cc(-c4cccc(C=O)c4)cc23)CC1. (8) Given the product COc1cccc(C2(O)CCCN(C(=O)c3ccccc3Br)C2)c1, predict the reactants needed to synthesize it. The reactants are: COc1cccc(C2(O)CCCNC2)c1.O=C(Cl)c1ccccc1Br.